Dataset: Catalyst prediction with 721,799 reactions and 888 catalyst types from USPTO. Task: Predict which catalyst facilitates the given reaction. (1) Reactant: C(Cl)CCl.[NH2:5][C:6]1[N:11]=[CH:10][C:9](/[CH:12]=[CH:13]/[C:14]([OH:16])=O)=[CH:8][CH:7]=1.[Cl:17][C:18]1[CH:26]=[C:25]([Cl:27])[CH:24]=[C:23]2[C:19]=1[CH:20]=[C:21]([CH2:29][NH:30][CH3:31])[N:22]2[CH3:28].C1C=CC2N(O)N=NC=2C=1.O.CCN(CC)CC. Product: [NH2:5][C:6]1[N:11]=[CH:10][C:9](/[CH:12]=[CH:13]/[C:14]([N:30]([CH2:29][C:21]2[N:22]([CH3:28])[C:23]3[C:19]([CH:20]=2)=[C:18]([Cl:17])[CH:26]=[C:25]([Cl:27])[CH:24]=3)[CH3:31])=[O:16])=[CH:8][CH:7]=1. The catalyst class is: 3. (2) Reactant: [CH:1]1([O:5][C:6]2[C:14]([CH3:15])=[CH:13][CH:12]=[CH:11][C:7]=2[C:8]([OH:10])=O)[CH2:4][CH2:3][CH2:2]1.[CH2:16]([O:18][C:19]([C:21]1([NH2:31])[CH:29](F)[C:28]2[C:23](=[CH:24][CH:25]=[CH:26][CH:27]=2)[CH2:22]1)=[O:20])[CH3:17].CN(C(ON1N=NC2C=CC=NC1=2)=[N+](C)C)C.[F:49][P-](F)(F)(F)(F)F.CCN(C(C)C)C(C)C. Product: [CH2:16]([O:18][C:19]([C:21]1([NH:31][C:8](=[O:10])[C:7]2[CH:11]=[CH:12][CH:13]=[C:14]([CH3:15])[C:6]=2[O:5][CH:1]2[CH2:2][CH2:3][CH2:4]2)[CH2:29][C:28]2[C:23](=[CH:24][CH:25]=[CH:26][C:27]=2[F:49])[CH2:22]1)=[O:20])[CH3:17]. The catalyst class is: 3. (3) Reactant: C[O:2][C:3]([C:5]1[CH:29]=[CH:28][C:8]2[N:9](COCCOC)[C:10]([N:12]3[CH:16]=[C:15]([C:17]([O:19]CC)=[O:18])[CH:14]=[N:13]3)=[N:11][C:7]=2[CH:6]=1)=[O:4].Cl. Product: [C:17]([C:15]1[CH:14]=[N:13][N:12]([C:10]2[NH:9][C:8]3[CH:28]=[CH:29][C:5]([C:3]([OH:4])=[O:2])=[CH:6][C:7]=3[N:11]=2)[CH:16]=1)([OH:19])=[O:18]. The catalyst class is: 15. (4) Reactant: [Cl:1][C:2]1[CH:7]=[CH:6][C:5]([S:8]([CH2:11][C:12]2[CH:17]=[C:16]([F:18])[CH:15]=[CH:14][C:13]=2[F:19])(=[O:10])=[O:9])=[CH:4][CH:3]=1.[O:20]1[CH2:25][CH2:24][CH:23](O)[CH2:22][CH2:21]1.C(C=P(CCCC)(CCCC)CCCC)#N. Product: [Cl:1][C:2]1[CH:7]=[CH:6][C:5]([S:8]([CH:11]([C:12]2[CH:17]=[C:16]([F:18])[CH:15]=[CH:14][C:13]=2[F:19])[CH:23]2[CH2:24][CH2:25][O:20][CH2:21][CH2:22]2)(=[O:10])=[O:9])=[CH:4][CH:3]=1. The catalyst class is: 345. (5) Reactant: [CH3:1][O:2][C:3]1[C:4]([N+:11]([O-])=O)=[C:5]([CH:8]=[CH:9][CH:10]=1)[C:6]#[N:7]. Product: [NH2:11][C:4]1[C:3]([O:2][CH3:1])=[CH:10][CH:9]=[CH:8][C:5]=1[C:6]#[N:7]. The catalyst class is: 409. (6) Reactant: Br.[CH3:2][N:3]([CH:5]([C:22]1[CH:27]=[CH:26][CH:25]=[CH:24][CH:23]=1)[CH:6]1[CH2:11][CH2:10][N:9](C(OCC2C=CC=CC=2)=O)[CH2:8][CH2:7]1)[CH3:4]. Product: [CH3:2][N:3]([CH3:4])[CH:5]([C:22]1[CH:27]=[CH:26][CH:25]=[CH:24][CH:23]=1)[CH:6]1[CH2:7][CH2:8][NH:9][CH2:10][CH2:11]1. The catalyst class is: 15. (7) Reactant: [Br:1][C:2]1[CH:7]=[C:6]([O:8][CH2:9][C:10]2[CH:15]=[CH:14][C:13]([O:16][CH3:17])=[CH:12][CH:11]=2)[CH:5]=[C:4](Br)[CH:3]=1.[CH3:19][S-:20].[Na+].C[O-].[Na+]. The catalyst class is: 3. Product: [Br:1][C:2]1[CH:3]=[C:4]([S:20][CH3:19])[CH:5]=[C:6]([O:8][CH2:9][C:10]2[CH:15]=[CH:14][C:13]([O:16][CH3:17])=[CH:12][CH:11]=2)[CH:7]=1.